Predict the product of the given reaction. From a dataset of Forward reaction prediction with 1.9M reactions from USPTO patents (1976-2016). Given the reactants FC(F)(F)C(OC(=O)C(F)(F)F)=O.[Cl:14][C:15]1[CH:20]=[CH:19][C:18]([C:21]2[C:26]([CH:27]([OH:32])[C:28]([O:30][CH3:31])=[O:29])=[C:25]([CH3:33])[N:24]=[C:23]3[NH:34][C:35]([CH3:38])=[C:36]([CH3:37])[C:22]=23)=[CH:17][CH:16]=1.C(N(CC)CC)C.[Cl-].[NH4+], predict the reaction product. The product is: [Cl:14][C:15]1[CH:20]=[CH:19][C:18]([C:21]2[C:26]([C:27](=[O:32])[C:28]([O:30][CH3:31])=[O:29])=[C:25]([CH3:33])[N:24]=[C:23]3[NH:34][C:35]([CH3:38])=[C:36]([CH3:37])[C:22]=23)=[CH:17][CH:16]=1.